This data is from Full USPTO retrosynthesis dataset with 1.9M reactions from patents (1976-2016). The task is: Predict the reactants needed to synthesize the given product. (1) Given the product [Cl:8][C:5]1[CH:6]=[CH:7][C:2]2[C:3]([N:4]=1)=[CH:9][NH:11][C:12](=[O:13])[N:1]=2, predict the reactants needed to synthesize it. The reactants are: [NH2:1][C:2]1[C:3]([CH:9]=O)=[N:4][C:5]([Cl:8])=[CH:6][CH:7]=1.[NH2:11][C:12](N)=[O:13]. (2) Given the product [CH:19]([O:22][C:23]([N:1]1[CH2:7][CH2:6][CH2:5][C:4](=[O:8])[C:3]2[CH:9]=[CH:10][CH:11]=[CH:12][C:2]1=2)=[O:24])([CH3:21])[CH3:20], predict the reactants needed to synthesize it. The reactants are: [NH:1]1[CH2:7][CH2:6][CH2:5][C:4](=[O:8])[C:3]2[CH:9]=[CH:10][CH:11]=[CH:12][C:2]1=2.N1C=CC=CC=1.[CH:19]([O:22][C:23](Cl)=[O:24])([CH3:21])[CH3:20]. (3) The reactants are: F[C:2]1[CH:9]=[C:8]([C:10]([F:13])([F:12])[F:11])[CH:7]=[CH:6][C:3]=1[CH:4]=[O:5].[NH:14]1[CH2:19][CH2:18][O:17][CH2:16][CH2:15]1.C(=O)([O-])[O-].[K+].[K+].CS(C)=O. Given the product [N:14]1([C:2]2[CH:9]=[C:8]([C:10]([F:13])([F:12])[F:11])[CH:7]=[CH:6][C:3]=2[CH:4]=[O:5])[CH2:19][CH2:18][O:17][CH2:16][CH2:15]1, predict the reactants needed to synthesize it.